Dataset: Full USPTO retrosynthesis dataset with 1.9M reactions from patents (1976-2016). Task: Predict the reactants needed to synthesize the given product. (1) Given the product [F:22][C:2]1([F:1])[CH2:3][CH2:4][CH:5]([CH2:8][C@H:9]2[CH2:14][C@H:13]([C:15](=[O:17])[CH2:39][C:38]([O:37][CH2:35][CH3:36])=[O:43])[CH2:12][CH2:11][N:10]2[C:18]([O:20][CH3:21])=[O:19])[CH2:6][CH2:7]1.[F:22][C:2]1([F:1])[CH2:3][CH2:4][CH:5]([CH2:8][C@H:9]2[CH2:14][C@@H:13]([C:40](=[O:42])[CH2:39][C:38]([O:37][CH2:35][CH3:36])=[O:43])[CH2:12][CH2:11][N:10]2[C:18]([O:20][CH3:21])=[O:19])[CH2:6][CH2:7]1, predict the reactants needed to synthesize it. The reactants are: [F:1][C:2]1([F:22])[CH2:7][CH2:6][CH:5]([CH2:8][CH:9]2[CH2:14][CH:13]([C:15]([OH:17])=O)[CH2:12][CH2:11][N:10]2[C:18]([O:20][CH3:21])=[O:19])[CH2:4][CH2:3]1.N1(C(N2C=CN=C2)=O)C=CN=C1.[CH2:35]([O:37][C:38](=[O:43])[CH2:39][C:40]([O-:42])=O)[CH3:36].[K+].[Cl-].[Mg+2].[Cl-].Cl. (2) Given the product [O:1]1[C:5]2[CH:6]=[CH:7][CH:8]=[CH:9][C:4]=2[CH:3]=[C:2]1[CH2:10][CH2:11][CH2:12][N:21]1[CH2:22][CH2:23][C:18]2([O:17][CH2:16][CH2:15][O:14]2)[CH2:19][CH2:20]1, predict the reactants needed to synthesize it. The reactants are: [O:1]1[C:5]2[CH:6]=[CH:7][CH:8]=[CH:9][C:4]=2[CH:3]=[C:2]1[CH2:10][CH2:11][CH2:12]Br.[O:14]1[C:18]2([CH2:23][CH2:22][NH:21][CH2:20][CH2:19]2)[O:17][CH2:16][CH2:15]1.C(=O)([O-])[O-].[K+].[K+]. (3) Given the product [Br:1][C:2]1[CH:8]=[C:7]2[C:5](=[CH:4][C:3]=1[O:9][CH3:10])[N:6]=[C:16]([C:15]1[CH:18]=[CH:19][CH:20]=[C:13]([C:12]([F:22])([F:21])[F:11])[CH:14]=1)[C:28]([CH3:29])=[C:24]2[C:25]([OH:27])=[O:26], predict the reactants needed to synthesize it. The reactants are: [Br:1][C:2]1[CH:8]=[CH:7][C:5]([NH2:6])=[CH:4][C:3]=1[O:9][CH3:10].[F:11][C:12]([F:22])([F:21])[C:13]1[CH:14]=[C:15]([CH:18]=[CH:19][CH:20]=1)[CH:16]=O.O=[C:24]([CH2:28][CH3:29])[C:25]([OH:27])=[O:26]. (4) Given the product [CH3:14][O:13][N:12]([CH3:11])[C:7]([C:5]1[CH:4]=[N:3][N:2]([CH3:1])[CH:6]=1)=[O:9], predict the reactants needed to synthesize it. The reactants are: [CH3:1][N:2]1[CH:6]=[C:5]([C:7]([OH:9])=O)[CH:4]=[N:3]1.Cl.[CH3:11][NH:12][O:13][CH3:14].Cl.CN(C)CCCN=C=NCC.OC1C2N=NNC=2C=CC=1.C(N(CC)CC)C. (5) The reactants are: [C:1](O)(=[O:13])[CH2:2][CH2:3][CH2:4][CH2:5][CH2:6][CH2:7][CH2:8][CH2:9][CH2:10][CH2:11][CH3:12].[CH2:15]([NH2:29])[CH2:16][CH2:17][CH2:18][CH2:19][CH2:20][CH2:21][CH2:22][CH2:23][CH2:24][CH2:25][CH2:26][CH2:27][CH3:28].ON1C(=O)CCC1=O.C(Cl)CCl. Given the product [C:1]([CH2:28][CH2:27][CH2:26][CH2:25][CH2:24][CH2:23][CH2:22][CH2:21][CH2:20][CH2:19][CH2:18][CH2:17][CH2:16][CH2:15][NH2:29])(=[O:13])[CH2:2][CH2:3][CH2:4][CH2:5][CH2:6][CH2:7][CH2:8][CH2:9][CH2:10][CH2:11][CH3:12], predict the reactants needed to synthesize it. (6) Given the product [CH3:27][O:28][C:29]([NH:31][C:32]1[NH:8][C:7]2[CH:6]=[CH:5][C:4]([O:9][S:10]([C:13]3[CH:18]=[CH:17][C:16]([O:19][CH2:20][C:21]4[CH:22]=[CH:23][CH:24]=[CH:25][CH:26]=4)=[CH:15][CH:14]=3)(=[O:12])=[O:11])=[CH:3][C:2]=2[N:1]=1)=[O:30], predict the reactants needed to synthesize it. The reactants are: [NH2:1][C:2]1[CH:3]=[C:4]([O:9][S:10]([C:13]2[CH:18]=[CH:17][C:16]([O:19][CH2:20][C:21]3[CH:26]=[CH:25][CH:24]=[CH:23][CH:22]=3)=[CH:15][CH:14]=2)(=[O:12])=[O:11])[CH:5]=[CH:6][C:7]=1[NH2:8].[CH3:27][O:28][C:29]([NH:31][C:32](=NC(OC)=O)SC)=[O:30].